From a dataset of Reaction yield outcomes from USPTO patents with 853,638 reactions. Predict the reaction yield, written as a fraction of the theoretical maximum amount of product (1.0 means a 100% yield; for example, 0.34 means a 34% yield). (1) The reactants are C(O)(C(F)(F)F)=O.O(C1C=CC(C[N:20]2[CH:35]=[C:23]3[C:24](=[O:34])[N:25]([CH3:33])[C:26]4[N:27]([CH2:28][C:29]([CH3:32])([CH3:31])[N:30]=4)[C:22]3=[N:21]2)=CC=1)C1C=CC=CC=1.C(S(O)(=O)=O)(F)(F)F.O. The catalyst is C(Cl)Cl. The product is [CH3:33][N:25]1[C:24](=[O:34])[C:23]2=[CH:35][NH:20][N:21]=[C:22]2[N:27]2[CH2:28][C:29]([CH3:32])([CH3:31])[N:30]=[C:26]12. The yield is 0.800. (2) The reactants are [CH3:1][CH:2]([CH3:5])[CH2:3][OH:4].F[C:7]1[CH:14]=[CH:13][C:10]([CH:11]=[O:12])=[CH:9][C:8]=1[N+:15]([O-:17])=[O:16].[CH:18]([C:20]1[CH:21]=[CH:22][C:23]([O:27][CH2:28][CH:29]([CH3:31])[CH3:30])=[C:24]([CH:26]=1)[NH2:25])=[O:19].[NH2:32][C:33]1[S:34][CH:35]=[CH:36][N:37]=1. No catalyst specified. The product is [CH3:1][CH:2]([CH3:5])[CH2:3][O:4][C:7]1[CH:14]=[CH:13][C:10]([CH:11]=[O:12])=[CH:9][C:8]=1[N+:15]([O-:17])=[O:16].[CH:18]([C:20]1[CH:21]=[CH:22][C:23]([O:27][CH2:28][CH:29]([CH3:31])[CH3:30])=[C:24]([NH:25][C:3]([NH:32][C:33]2[S:34][CH:35]=[CH:36][N:37]=2)=[O:4])[CH:26]=1)=[O:19]. The yield is 0.750. (3) The reactants are [Br:1][C:2]1[CH:3]=[CH:4][C:5]([CH2:8][CH2:9][C:10]([OH:12])=O)=[N:6][CH:7]=1.Cl.[CH3:14][NH:15][CH3:16].CN(C(ON1N=NC2C=CC=NC1=2)=[N+](C)C)C.F[P-](F)(F)(F)(F)F.CCN(C(C)C)C(C)C. The catalyst is O.C(Cl)Cl. The product is [Br:1][C:2]1[CH:3]=[CH:4][C:5]([CH2:8][CH2:9][C:10]([N:15]([CH3:16])[CH3:14])=[O:12])=[N:6][CH:7]=1. The yield is 0.580. (4) The reactants are C[O:2][C:3](=[O:16])[C:4]1[C:9]([O:10][CH2:11][CH2:12][O:13][CH3:14])=[CH:8][CH:7]=[CH:6][C:5]=1[F:15].[OH-].[Na+]. The catalyst is CO. The product is [F:15][C:5]1[CH:6]=[CH:7][CH:8]=[C:9]([O:10][CH2:11][CH2:12][O:13][CH3:14])[C:4]=1[C:3]([OH:16])=[O:2]. The yield is 0.710. (5) The reactants are [CH3:1][C:2]([CH3:31])([CH3:30])[CH2:3][C:4]([NH:6][C:7]1[C:8]([CH3:29])=[C:9](B(O)O)[C:10]2[O:14][CH2:13][CH:12]([C:15]3[CH:20]=[CH:19][C:18]([CH:21]([CH3:23])[CH3:22])=[CH:17][CH:16]=3)[C:11]=2[C:24]=1[CH3:25])=[O:5].Br[C:33]1[S:34][CH:35]=[CH:36][CH:37]=1. The catalyst is CCCCCC.C(OCC)(=O)C. The product is [CH:21]([C:18]1[CH:19]=[CH:20][C:15]([CH:12]2[C:11]3[C:24]([CH3:25])=[C:7]([NH:6][C:4](=[O:5])[CH2:3][C:2]([CH3:31])([CH3:30])[CH3:1])[C:8]([CH3:29])=[C:9]([C:33]4[S:34][CH:35]=[CH:36][CH:37]=4)[C:10]=3[O:14][CH2:13]2)=[CH:16][CH:17]=1)([CH3:23])[CH3:22]. The yield is 0.580. (6) The reactants are [F:1][C:2]1[CH:7]=[CH:6][CH:5]=[C:4]([F:8])[C:3]=1[N:9]1[C:14]2[N:15]=[C:16](S(C)=O)[N:17]=[C:18]([C:19]3[CH:20]=[C:21]([CH:28]=[CH:29][C:30]=3[CH3:31])[C:22]([NH:24][CH:25]([CH3:27])[CH3:26])=[O:23])[C:13]=2[CH2:12][NH:11][C:10]1=[O:35].[CH3:36][C:37]([NH:40][CH2:41][CH2:42][CH2:43][NH2:44])([CH3:39])[CH3:38]. The catalyst is C1COCC1. The product is [F:1][C:2]1[CH:7]=[CH:6][CH:5]=[C:4]([F:8])[C:3]=1[N:9]1[C:14]2[N:15]=[C:16]([NH:44][CH2:43][CH2:42][CH2:41][NH:40][C:37]([CH3:39])([CH3:38])[CH3:36])[N:17]=[C:18]([C:19]3[CH:20]=[C:21]([CH:28]=[CH:29][C:30]=3[CH3:31])[C:22]([NH:24][CH:25]([CH3:27])[CH3:26])=[O:23])[C:13]=2[CH2:12][NH:11][C:10]1=[O:35]. The yield is 0.750. (7) The yield is 0.540. The catalyst is CN(C)C=O.C1CCCCC1.C(OCC)(=O)C.CC(OC)(C)C. The reactants are [CH3:1][C:2]1[CH:3]=[C:4]([C:7]2[CH:11]=[CH:10][NH:9][N:8]=2)[S:5][CH:6]=1.[H-].[Na+].I[CH:15]([CH2:17][CH3:18])[CH3:16].O. The product is [CH:15]([N:9]1[CH:10]=[CH:11][C:7]([C:4]2[S:5][CH:6]=[C:2]([CH3:1])[CH:3]=2)=[N:8]1)([CH2:17][CH3:18])[CH3:16].[CH:15]([N:8]1[C:7]([C:4]2[S:5][CH:6]=[C:2]([CH3:1])[CH:3]=2)=[CH:11][CH:10]=[N:9]1)([CH2:17][CH3:18])[CH3:16]. (8) The yield is 0.990. The catalyst is C(Cl)Cl. The product is [NH2:6][C@H:7]([C:10]([OH:12])=[O:11])[CH2:8][NH2:9].[BrH:1].[OH:20][C:21]1[CH:29]=[CH:28][C:24]([CH2:25][CH2:26][NH-:27])=[CH:23][CH:22]=1. The reactants are [Br:1][Si](C)(C)C.[NH:6](C(OC(C)(C)C)=O)[C@H:7]([C:10]([OH:12])=[O:11])[CH2:8][NH2:9].[OH:20][C:21]1[CH:29]=[CH:28][C:24]([CH2:25][CH2:26][NH-:27])=[CH:23][CH:22]=1.O.